From a dataset of Peptide-MHC class I binding affinity with 185,985 pairs from IEDB/IMGT. Regression. Given a peptide amino acid sequence and an MHC pseudo amino acid sequence, predict their binding affinity value. This is MHC class I binding data. (1) The peptide sequence is VSFQQPQQQY. The MHC is HLA-B08:01 with pseudo-sequence HLA-B08:01. The binding affinity (normalized) is 0. (2) The peptide sequence is KVGYFQHGA. The MHC is HLA-B18:01 with pseudo-sequence HLA-B18:01. The binding affinity (normalized) is 0.0847. (3) The peptide sequence is RLLIWAYLSK. The MHC is HLA-B51:01 with pseudo-sequence HLA-B51:01. The binding affinity (normalized) is 0.0355. (4) The peptide sequence is FAEGVVAFL. The MHC is HLA-A24:02 with pseudo-sequence HLA-A24:02. The binding affinity (normalized) is 0.